From a dataset of Full USPTO retrosynthesis dataset with 1.9M reactions from patents (1976-2016). Predict the reactants needed to synthesize the given product. (1) Given the product [F:16][C:2]1([F:1])[CH2:7][CH2:6][N:5]([C:8]2[N:13]=[CH:12][N:11]=[C:10]([CH2:14][NH2:15])[CH:9]=2)[CH2:4][CH2:3]1, predict the reactants needed to synthesize it. The reactants are: [F:1][C:2]1([F:16])[CH2:7][CH2:6][N:5]([C:8]2[N:13]=[CH:12][N:11]=[C:10]([C:14]#[N:15])[CH:9]=2)[CH2:4][CH2:3]1.Cl. (2) Given the product [C:29]([O:32][CH2:33][CH2:34][N:5]1[C:6]2[N:7]=[CH:8][N:9]([CH2:13][C:14]3[CH:19]=[CH:18][C:17]([O:20][CH3:21])=[CH:16][CH:15]=3)[C:10]=2[C:11](=[O:12])[N:3]([CH2:1][CH3:2])[C:4]1=[O:22])(=[O:31])[CH3:30], predict the reactants needed to synthesize it. The reactants are: [CH2:1]([N:3]1[C:11](=[O:12])[C:10]2[N:9]([CH2:13][C:14]3[CH:19]=[CH:18][C:17]([O:20][CH3:21])=[CH:16][CH:15]=3)[CH:8]=[N:7][C:6]=2[NH:5][C:4]1=[O:22])[CH3:2].C(=O)([O-])[O-].[K+].[K+].[C:29]([O:32][CH2:33][CH2:34]Br)(=[O:31])[CH3:30].